Dataset: Peptide-MHC class I binding affinity with 185,985 pairs from IEDB/IMGT. Task: Regression. Given a peptide amino acid sequence and an MHC pseudo amino acid sequence, predict their binding affinity value. This is MHC class I binding data. (1) The peptide sequence is YSLAGSSPF. The MHC is HLA-B08:03 with pseudo-sequence HLA-B08:03. The binding affinity (normalized) is 0.0847. (2) The peptide sequence is QAIHNVVHAII. The MHC is Mamu-B01 with pseudo-sequence Mamu-B01. The binding affinity (normalized) is 0.